Dataset: TCR-epitope binding with 47,182 pairs between 192 epitopes and 23,139 TCRs. Task: Binary Classification. Given a T-cell receptor sequence (or CDR3 region) and an epitope sequence, predict whether binding occurs between them. (1) The epitope is FLYNLLTRV. The TCR CDR3 sequence is CASSLSSHGYTF. Result: 1 (the TCR binds to the epitope). (2) The epitope is TPQDLNTML. The TCR CDR3 sequence is CASSTRQNAEAFF. Result: 0 (the TCR does not bind to the epitope). (3) The epitope is KLFIRQEEV. The TCR CDR3 sequence is CASSVGYSNQPQHF. Result: 0 (the TCR does not bind to the epitope). (4) The epitope is TPQDLNTML. The TCR CDR3 sequence is CASSQDPENTEAFF. Result: 0 (the TCR does not bind to the epitope). (5) The epitope is QECVRGTTVL. The TCR CDR3 sequence is CASSYRVKTGFTYEQYF. Result: 1 (the TCR binds to the epitope). (6) The epitope is SEISMDNSPNL. The TCR CDR3 sequence is CASSLLGREGLEQYF. Result: 1 (the TCR binds to the epitope). (7) The epitope is RQLLFVVEV. The TCR CDR3 sequence is CASGQGWQPQHF. Result: 1 (the TCR binds to the epitope). (8) The epitope is KAYNVTQAF. The TCR CDR3 sequence is CASTLGGGPQETQYF. Result: 1 (the TCR binds to the epitope). (9) The epitope is KAFSPEVIPMF. The TCR CDR3 sequence is CASGGEFYGYTF. Result: 1 (the TCR binds to the epitope). (10) The epitope is YVFCTVNAL. The TCR CDR3 sequence is CASSQEWASGYYEQFF. Result: 0 (the TCR does not bind to the epitope).